Dataset: Peptide-MHC class I binding affinity with 185,985 pairs from IEDB/IMGT. Task: Regression. Given a peptide amino acid sequence and an MHC pseudo amino acid sequence, predict their binding affinity value. This is MHC class I binding data. (1) The peptide sequence is CTMERTNDL. The MHC is HLA-A68:02 with pseudo-sequence HLA-A68:02. The binding affinity (normalized) is 0.572. (2) The peptide sequence is YLKDQQLL. The MHC is HLA-B40:02 with pseudo-sequence HLA-B40:02. The binding affinity (normalized) is 0. (3) The peptide sequence is GLYSSTVPV. The MHC is HLA-B45:01 with pseudo-sequence HLA-B45:01. The binding affinity (normalized) is 0. (4) The peptide sequence is FHAPPPSVC. The MHC is HLA-A68:02 with pseudo-sequence HLA-A68:02. The binding affinity (normalized) is 0.0847. (5) The peptide sequence is KFNPMKTYI. The MHC is HLA-A02:01 with pseudo-sequence HLA-A02:01. The binding affinity (normalized) is 0.0208. (6) The peptide sequence is SLFNTVATV. The MHC is HLA-A02:06 with pseudo-sequence HLA-A02:06. The binding affinity (normalized) is 0.439. (7) The peptide sequence is LYDVDAAFDKI. The MHC is H-2-Kd with pseudo-sequence H-2-Kd. The binding affinity (normalized) is 0.124.